Dataset: Full USPTO retrosynthesis dataset with 1.9M reactions from patents (1976-2016). Task: Predict the reactants needed to synthesize the given product. (1) Given the product [CH3:39][O:38][CH2:37][C:32]1[N:33]([CH2:34][CH2:35][CH3:36])[C:23]2[C:22]3[CH:21]=[C:20]([O:19][CH2:9][CH2:10][N:11]4[CH2:16][CH2:15][CH2:14][CH2:13][CH2:12]4)[CH:29]=[CH:28][C:27]=3[N:26]=[C:25]([NH2:30])[C:24]=2[N:31]=1, predict the reactants needed to synthesize it. The reactants are: C(=O)([O-])[O-].[K+].[K+].Cl.Cl[CH2:9][CH2:10][N:11]1[CH2:16][CH2:15][CH2:14][CH2:13][CH2:12]1.[I-].[Na+].[OH:19][C:20]1[CH:29]=[CH:28][C:27]2[N:26]=[C:25]([NH2:30])[C:24]3[N:31]=[C:32]([CH2:37][O:38][CH3:39])[N:33]([CH2:34][CH2:35][CH3:36])[C:23]=3[C:22]=2[CH:21]=1. (2) Given the product [NH2:14][CH2:13][CH2:12][NH:11][C:10](=[O:25])[C@H:9]([O:8][Si:1]([C:4]([CH3:7])([CH3:6])[CH3:5])([CH3:3])[CH3:2])[C@H:26]([O:42][Si:43]([C:46]([CH3:47])([CH3:48])[CH3:49])([CH3:44])[CH3:45])[C:27]([NH:28][CH2:29][CH2:30][C:31]([OH:33])=[O:32])=[O:41], predict the reactants needed to synthesize it. The reactants are: [Si:1]([O:8][C@H:9]([C@H:26]([O:42][Si:43]([C:46]([CH3:49])([CH3:48])[CH3:47])([CH3:45])[CH3:44])[C:27](=[O:41])[NH:28][CH2:29][CH2:30][C:31]([O:33]CC1C=CC=CC=1)=[O:32])[C:10](=[O:25])[NH:11][CH2:12][CH2:13][NH:14]C(=O)OCC1C=CC=CC=1)([C:4]([CH3:7])([CH3:6])[CH3:5])([CH3:3])[CH3:2]. (3) Given the product [C:1]1([C:7]2[N:8]=[CH:9][N:10]([CH2:13][CH2:14][C:15]3[NH:22][C:20](=[O:21])[C:19]4[C:18](=[CH:26][CH:25]=[CH:24][CH:23]=4)[N:17]=3)[CH:11]=2)[CH:2]=[CH:3][CH:4]=[CH:5][CH:6]=1, predict the reactants needed to synthesize it. The reactants are: [C:1]1([C:7]2[N:8]=[CH:9][NH:10][CH:11]=2)[CH:6]=[CH:5][CH:4]=[CH:3][CH:2]=1.Cl[CH2:13][CH2:14][C:15]([NH:17][C:18]1[CH:26]=[CH:25][CH:24]=[CH:23][C:19]=1[C:20]([NH2:22])=[O:21])=O.C([O-])([O-])=O.[K+].[K+]. (4) Given the product [CH3:20][O:21][C:22]1[CH:31]=[CH:30][C:25]2[N:26]([CH2:2][C:3]([N:5]3[CH2:10][CH2:9][N:8]([C:11]4[CH:16]=[CH:15][C:14]([Cl:17])=[C:13]([O:18][CH3:19])[CH:12]=4)[CH2:7][CH2:6]3)=[O:4])[C:27](=[O:29])[O:28][C:24]=2[CH:23]=1, predict the reactants needed to synthesize it. The reactants are: Cl[CH2:2][C:3]([N:5]1[CH2:10][CH2:9][N:8]([C:11]2[CH:16]=[CH:15][C:14]([Cl:17])=[C:13]([O:18][CH3:19])[CH:12]=2)[CH2:7][CH2:6]1)=[O:4].[CH3:20][O:21][C:22]1[CH:31]=[CH:30][C:25]2[NH:26][C:27](=[O:29])[O:28][C:24]=2[CH:23]=1.C([O-])([O-])=O.[K+].[K+].